The task is: Predict which catalyst facilitates the given reaction.. This data is from Catalyst prediction with 721,799 reactions and 888 catalyst types from USPTO. Product: [NH:26]1[C:27]2[C:23](=[CH:22][C:21]([NH:20][C:2]3[C:3]4[C:10]5[CH2:11][CH2:12][CH:13]([C:15]([O:17][CH2:18][CH3:19])=[O:16])[CH2:14][C:9]=5[S:8][C:4]=4[N:5]=[CH:6][N:7]=3)=[CH:29][CH:28]=2)[CH:24]=[N:25]1. The catalyst class is: 8. Reactant: Cl[C:2]1[C:3]2[C:10]3[CH2:11][CH2:12][CH:13]([C:15]([O:17][CH2:18][CH3:19])=[O:16])[CH2:14][C:9]=3[S:8][C:4]=2[N:5]=[CH:6][N:7]=1.[NH2:20][C:21]1[CH:22]=[C:23]2[C:27](=[CH:28][CH:29]=1)[NH:26][N:25]=[CH:24]2.Cl.O1CCOCC1.